Dataset: Forward reaction prediction with 1.9M reactions from USPTO patents (1976-2016). Task: Predict the product of the given reaction. (1) Given the reactants [Cl:1][C:2]1[C:3]([F:45])=[C:4]([C@@H:8]2[C@:12]([C:15]3[CH:20]=[CH:19][C:18]([Cl:21])=[CH:17][C:16]=3[F:22])([C:13]#[N:14])[C@H:11]([CH2:23][C:24]([CH3:27])([CH3:26])[CH3:25])[NH:10][C@H:9]2[C:28]([NH:30][C:31]2[CH:32]=[C:33]3[C:38](=[CH:39][CH:40]=2)[CH:37]=[C:36]([C:41]([O:43]C)=[O:42])[CH:35]=[CH:34]3)=[O:29])[CH:5]=[CH:6][CH:7]=1.[Br-].[Al+3].[Br-].[Br-].CSC, predict the reaction product. The product is: [Cl:1][C:2]1[C:3]([F:45])=[C:4]([C@@H:8]2[C@:12]([C:15]3[CH:20]=[CH:19][C:18]([Cl:21])=[CH:17][C:16]=3[F:22])([C:13]#[N:14])[C@H:11]([CH2:23][C:24]([CH3:27])([CH3:26])[CH3:25])[NH:10][C@H:9]2[C:28]([NH:30][C:31]2[CH:32]=[C:33]3[C:38](=[CH:39][CH:40]=2)[CH:37]=[C:36]([C:41]([OH:43])=[O:42])[CH:35]=[CH:34]3)=[O:29])[CH:5]=[CH:6][CH:7]=1. (2) Given the reactants [NH2:1][C@@H:2]([CH2:33][C:34]1[CH:39]=[CH:38][CH:37]=[CH:36][CH:35]=1)[C@@H:3]([OH:32])[CH2:4][C@@H:5]([NH:19][C:20]([C@@H:22]([NH:27][C:28](=[O:31])[O:29][CH3:30])[C:23]([CH3:26])([CH3:25])[CH3:24])=[O:21])[CH2:6][C:7]1[CH:12]=[CH:11][C:10]([C:13]2[CH:18]=[CH:17][CH:16]=[CH:15][N:14]=2)=[CH:9][CH:8]=1.[C:40]([O:43][CH2:44][C:45]([CH3:59])([CH3:58])[C@@H:46]([C:55](O)=[O:56])[NH:47][C:48]([O:50][C:51]([CH3:54])([CH3:53])[CH3:52])=[O:49])(=[O:42])[CH3:41].CCOP(ON1N=NC2C=CC=CC=2C1=O)(OCC)=O.C(N(CC)C(C)C)(C)C, predict the reaction product. The product is: [C:40]([O:43][CH2:44][C:45]([CH3:59])([CH3:58])[C@H:46]([NH:47][C:48]([O:50][C:51]([CH3:54])([CH3:53])[CH3:52])=[O:49])[C:55](=[O:56])[NH:1][C@@H:2]([CH2:33][C:34]1[CH:35]=[CH:36][CH:37]=[CH:38][CH:39]=1)[C@@H:3]([OH:32])[CH2:4][C@H:5]([CH2:6][C:7]1[CH:12]=[CH:11][C:10]([C:13]2[CH:18]=[CH:17][CH:16]=[CH:15][N:14]=2)=[CH:9][CH:8]=1)[NH:19][C:20](=[O:21])[C@H:22]([C:23]([CH3:26])([CH3:25])[CH3:24])[NH:27][C:28](=[O:31])[O:29][CH3:30])(=[O:42])[CH3:41]. (3) The product is: [Br:6][C:7]1[C:16]2[C:11](=[CH:12][CH:13]=[CH:14][C:15]=2[N+:1]([O-:4])=[O:2])[CH:10]=[N:9][CH:8]=1. Given the reactants [N+:1]([O-:4])([O-])=[O:2].[K+].[Br:6][C:7]1[C:16]2[C:11](=[CH:12][CH:13]=[CH:14][CH:15]=2)[CH:10]=[N:9][CH:8]=1, predict the reaction product. (4) Given the reactants Br[CH2:2][C:3]([C:5]1[CH:10]=[CH:9][CH:8]=[CH:7][C:6]=1[O:11][CH2:12][C:13]1[CH:18]=[CH:17][CH:16]=[CH:15][CH:14]=1)=O.[CH:19]([O-:21])=O.[Na+].C([O-])(=O)C.[NH4+:27], predict the reaction product. The product is: [CH2:12]([O:11][C:6]1[CH:7]=[CH:8][CH:9]=[CH:10][C:5]=1[C:3]1[N:27]=[CH:19][O:21][CH:2]=1)[C:13]1[CH:18]=[CH:17][CH:16]=[CH:15][CH:14]=1.